This data is from Retrosynthesis with 50K atom-mapped reactions and 10 reaction types from USPTO. The task is: Predict the reactants needed to synthesize the given product. (1) Given the product CC(C)(C)OC(=O)NC1CCC(NC(=O)c2cc(Oc3ccc(C#N)cc3)cc(Oc3ccc([N+](=O)[O-])nc3)c2)CC1, predict the reactants needed to synthesize it. The reactants are: CC(C)(C)OC(=O)NC1CCC(NC(=O)c2cc(O)cc(Oc3ccc(C#N)cc3)c2)CC1.O=[N+]([O-])c1ccc(Cl)cn1. (2) Given the product Nc1cnccc1NCc1ccc(CCC(=O)O)o1, predict the reactants needed to synthesize it. The reactants are: O=C(O)CCc1ccc(CNc2ccncc2[N+](=O)[O-])o1. (3) Given the product C[C@H]1CC[C@@H](c2ncc(I)[nH]2)N1C(=O)OC(C)(C)C, predict the reactants needed to synthesize it. The reactants are: C[C@H]1CC[C@@H](c2nc(I)c(I)[nH]2)N1C(=O)OC(C)(C)C. (4) Given the product CN1CCC(Oc2cccc3ncnc(Nc4ccc(OCc5cccc(F)c5)c(F)c4)c23)CC1, predict the reactants needed to synthesize it. The reactants are: CN1CCC(Oc2cccc3ncnc(Nc4ccc(O)c(F)c4)c23)CC1.Fc1cccc(CCl)c1. (5) Given the product COC(=O)c1scc(Br)c1Cl, predict the reactants needed to synthesize it. The reactants are: COC(=O)c1sc(Br)c(Br)c1Cl. (6) Given the product CCCCCC(C)C(C)c1cc(OC(=O)CCCN2CCCC2)c2c(c1)OC(C)(C)C1=C2CCC1, predict the reactants needed to synthesize it. The reactants are: CCCCCC(C)C(C)c1cc(O)c2c(c1)OC(C)(C)C1=C2CCC1.O=C(O)CCCN1CCCC1. (7) The reactants are: CN1Cc2c(C(N)=O)ncn2-c2cccc(Cl)c2C1=O. Given the product CN1Cc2c(C#N)ncn2-c2cccc(Cl)c2C1=O, predict the reactants needed to synthesize it. (8) Given the product COC(=O)c1ccc(N(C)S(C)(=O)=O)cc1, predict the reactants needed to synthesize it. The reactants are: CNc1ccc(C(=O)OC)cc1.CS(=O)(=O)Cl. (9) The reactants are: CCC(=O)c1ccc2c(c1)ncn2C.O=C(c1ccc(O)cc1)c1ccc(OCCCl)cc1. Given the product CC/C(=C(\c1ccc(O)cc1)c1ccc(OCCCl)cc1)c1ccc2c(c1)ncn2C, predict the reactants needed to synthesize it.